This data is from Reaction yield outcomes from USPTO patents with 853,638 reactions. The task is: Predict the reaction yield, written as a fraction of the theoretical maximum amount of product (1.0 means a 100% yield; for example, 0.34 means a 34% yield). The product is [C:18]([Si:15]([CH3:17])([CH3:16])[O:4][CH2:3][C:2]([CH3:1])([C:6]1[CH:11]=[CH:10][C:9]([N+:12]([O-:14])=[O:13])=[CH:8][CH:7]=1)[CH3:5])([CH3:21])([CH3:20])[CH3:19]. The yield is 0.650. The catalyst is C(Cl)Cl. The reactants are [CH3:1][C:2]([C:6]1[CH:11]=[CH:10][C:9]([N+:12]([O-:14])=[O:13])=[CH:8][CH:7]=1)([CH3:5])[CH2:3][OH:4].[Si:15](Cl)([C:18]([CH3:21])([CH3:20])[CH3:19])([CH3:17])[CH3:16].N1C=CN=C1.